This data is from Peptide-MHC class II binding affinity with 134,281 pairs from IEDB. The task is: Regression. Given a peptide amino acid sequence and an MHC pseudo amino acid sequence, predict their binding affinity value. This is MHC class II binding data. (1) The peptide sequence is FENLVAENVKPPKVD. The MHC is DRB1_0802 with pseudo-sequence DRB1_0802. The binding affinity (normalized) is 0. (2) The peptide sequence is LLNEFNNLYADKVSV. The MHC is DRB1_1101 with pseudo-sequence DRB1_1101. The binding affinity (normalized) is 0.411. (3) The peptide sequence is YAHAAHAAHAAHAAHAA. The MHC is HLA-DQA10301-DQB10301 with pseudo-sequence HLA-DQA10301-DQB10301. The binding affinity (normalized) is 0.703. (4) The binding affinity (normalized) is 0.451. The MHC is HLA-DPA10201-DPB10101 with pseudo-sequence HLA-DPA10201-DPB10101. The peptide sequence is PTSLLISWGHYPLHL. (5) The peptide sequence is YLGYVIRDLAAMDGG. The MHC is DRB1_1101 with pseudo-sequence DRB1_1101. The binding affinity (normalized) is 0.851. (6) The peptide sequence is DEYVEQVAQYKALPV. The MHC is DRB3_0202 with pseudo-sequence DRB3_0202. The binding affinity (normalized) is 0.441.